Dataset: Forward reaction prediction with 1.9M reactions from USPTO patents (1976-2016). Task: Predict the product of the given reaction. (1) Given the reactants [CH2:1]([O:3][C:4]1[CH:5]=[C:6]([N:13]2[CH2:18][CH2:17][N:16]([CH:19]3[CH2:24][CH2:23][N:22]([CH2:25][CH2:26][S:27]([CH3:30])(=[O:29])=[O:28])[CH2:21][CH2:20]3)[CH2:15][CH2:14]2)[CH:7]=[CH:8][C:9]=1[N+:10]([O-])=O)[CH3:2], predict the reaction product. The product is: [CH2:1]([O:3][C:4]1[CH:5]=[C:6]([N:13]2[CH2:14][CH2:15][N:16]([CH:19]3[CH2:24][CH2:23][N:22]([CH2:25][CH2:26][S:27]([CH3:30])(=[O:28])=[O:29])[CH2:21][CH2:20]3)[CH2:17][CH2:18]2)[CH:7]=[CH:8][C:9]=1[NH2:10])[CH3:2]. (2) Given the reactants O[CH:2]([C:19]1[CH:24]=[CH:23][C:22]([O:25][CH3:26])=[C:21]([CH:27]([CH3:29])[CH3:28])[CH:20]=1)[C:3]1[C:8]([CH3:9])=[CH:7][C:6]([NH:10][C:11](=[O:17])[O:12][C:13]([CH3:16])([CH3:15])[CH3:14])=[CH:5][C:4]=1[CH3:18].[H][H], predict the reaction product. The product is: [CH3:26][O:25][C:22]1[CH:23]=[CH:24][C:19]([CH2:2][C:3]2[C:4]([CH3:18])=[CH:5][C:6]([NH:10][C:11](=[O:17])[O:12][C:13]([CH3:14])([CH3:15])[CH3:16])=[CH:7][C:8]=2[CH3:9])=[CH:20][C:21]=1[CH:27]([CH3:29])[CH3:28]. (3) Given the reactants [Cl:1][C:2]1[CH:7]=[C:6]([C:8]2[NH:12][C:11]([N:13]3[CH2:18][CH2:17][NH:16][CH2:15][CH2:14]3)=[C:10]([C:19]#[N:20])[CH:9]=2)[CH:5]=[CH:4][N:3]=1.S(=O)(=O)(O)[OH:22], predict the reaction product. The product is: [Cl:1][C:2]1[CH:7]=[C:6]([C:8]2[NH:12][C:11]([N:13]3[CH2:18][CH2:17][NH:16][CH2:15][CH2:14]3)=[C:10]([C:19]([NH2:20])=[O:22])[CH:9]=2)[CH:5]=[CH:4][N:3]=1. (4) Given the reactants [CH3:1][O:2][C:3]([C:5]1([N:13]([C:15](=[O:27])[CH2:16][C:17]2[C:22]([CH:23]=[CH2:24])=[CH:21][C:20]([CH3:25])=[CH:19][C:18]=2[CH3:26])[OH:14])[CH2:10][CH2:9][N:8]([O:11][CH3:12])[CH2:7][CH2:6]1)=[O:4].[O:28]1[CH:32]=[CH:31][CH2:30][CH2:29]1.O.C1(C)C=CC(S(O)(=O)=O)=CC=1, predict the reaction product. The product is: [CH3:1][O:2][C:3]([C:5]1([N:13]([C:15](=[O:27])[CH2:16][C:17]2[C:22]([CH:23]=[CH2:24])=[CH:21][C:20]([CH3:25])=[CH:19][C:18]=2[CH3:26])[O:14][CH:29]2[CH2:30][CH2:31][CH2:32][O:28]2)[CH2:6][CH2:7][N:8]([O:11][CH3:12])[CH2:9][CH2:10]1)=[O:4]. (5) Given the reactants [CH3:1][N:2]([CH3:14])[C@H:3]([C:11]([OH:13])=O)[CH2:4][C:5]1[CH:10]=[CH:9][CH:8]=[CH:7][CH:6]=1.[CH2:15]([NH2:29])[CH2:16][CH2:17][CH2:18][CH2:19][CH2:20][CH2:21][CH2:22][CH2:23][CH2:24][CH2:25][CH2:26][CH2:27][CH3:28].C1(N=C=NC2CCCCC2)CCCCC1.O.ON1C2C=CC=CC=2N=N1, predict the reaction product. The product is: [CH3:14][N:2]([CH3:1])[C@@H:3]([CH2:4][C:5]1[CH:6]=[CH:7][CH:8]=[CH:9][CH:10]=1)[C:11]([NH:29][CH2:15][CH2:16][CH2:17][CH2:18][CH2:19][CH2:20][CH2:21][CH2:22][CH2:23][CH2:24][CH2:25][CH2:26][CH2:27][CH3:28])=[O:13].